From a dataset of Forward reaction prediction with 1.9M reactions from USPTO patents (1976-2016). Predict the product of the given reaction. (1) The product is: [F:23][B:22]([O:20][C:19]([C:6]1[C:7](=[O:18])[C:8]2[C:13](=[C:12]([O:14][CH3:15])[C:11]([F:16])=[C:10]([F:17])[CH:9]=2)[N:4]([CH:1]2[CH2:2][CH2:3]2)[CH:5]=1)=[O:21])[F:24]. Given the reactants [CH:1]1([N:4]2[C:13]3[C:8](=[CH:9][C:10]([F:17])=[C:11]([F:16])[C:12]=3[O:14][CH3:15])[C:7](=[O:18])[C:6]([C:19]([OH:21])=[O:20])=[CH:5]2)[CH2:3][CH2:2]1.[B:22](F)([F:24])[F:23].CCOCC.CCOCC, predict the reaction product. (2) Given the reactants [F:1][C:2]([F:8])([F:7])[S:3]([OH:6])(=[O:5])=[O:4].C([O-])(O)=O.[Na+:13].CO, predict the reaction product. The product is: [O-:6][S:3]([C:2]([F:8])([F:7])[F:1])(=[O:5])=[O:4].[Na+:13]. (3) Given the reactants [Cl:1][C:2]1[CH:3]=[C:4]([CH:21]=[CH:22][C:23]=1[O:24][CH3:25])[CH2:5][NH:6][C:7]1[C:12]([C:13]([O:15][CH2:16][CH3:17])=[O:14])=[CH:11][N:10]=[C:9](S(C)=O)[N:8]=1.C(N(CC)CC)C.[NH:33]1[CH2:39][CH2:38][CH2:37][C@H:34]1[CH2:35][OH:36], predict the reaction product. The product is: [Cl:1][C:2]1[CH:3]=[C:4]([CH:21]=[CH:22][C:23]=1[O:24][CH3:25])[CH2:5][NH:6][C:7]1[C:12]([C:13]([O:15][CH2:16][CH3:17])=[O:14])=[CH:11][N:10]=[C:9]([N:33]2[CH2:39][CH2:38][CH2:37][C@H:34]2[CH2:35][OH:36])[N:8]=1. (4) Given the reactants [CH3:1][C:2]1[N:3]([C:7]2[CH:12]=[CH:11][C:10]([NH:13][C:14]3[N:15]=[C:16]([CH2:24][CH:25]4[CH2:30][CH2:29][O:28][CH2:27][CH2:26]4)[C:17]4[CH2:23][NH:22][CH2:21][CH2:20][C:18]=4[N:19]=3)=[CH:9][CH:8]=2)[CH:4]=[CH:5][N:6]=1.[CH2:31]=O, predict the reaction product. The product is: [CH3:31][N:22]1[CH2:21][CH2:20][C:18]2[N:19]=[C:14]([NH:13][C:10]3[CH:9]=[CH:8][C:7]([N:3]4[CH:4]=[CH:5][N:6]=[C:2]4[CH3:1])=[CH:12][CH:11]=3)[N:15]=[C:16]([CH2:24][CH:25]3[CH2:30][CH2:29][O:28][CH2:27][CH2:26]3)[C:17]=2[CH2:23]1. (5) Given the reactants [C:1]([O:5][C:6]([NH:8][C:9]([CH3:17])([CH3:16])[CH2:10][O:11][CH2:12][C:13]([OH:15])=O)=[O:7])([CH3:4])([CH3:3])[CH3:2].ON1C2N=CC=CC=2N=N1.Cl.CN(C)CCCN=C=NCC.[CH3:40][N:41]([C@@H:58]([C:66](=[O:74])[NH:67][CH2:68][CH:69]1[CH2:73][CH2:72][CH2:71][O:70]1)[CH2:59][C:60]1[CH:65]=[CH:64][CH:63]=[CH:62][CH:61]=1)[C:42](=[O:57])[C@H:43]([NH:55][CH3:56])[CH2:44][C:45]1[CH:54]=[CH:53][C:52]2[C:47](=[CH:48][CH:49]=[CH:50][CH:51]=2)[CH:46]=1.C(N(C(C)C)CC)(C)C, predict the reaction product. The product is: [C:1]([O:5][C:6](=[O:7])[NH:8][C:9]([CH3:17])([CH3:16])[CH2:10][O:11][CH2:12][C:13](=[O:15])[N:55]([CH3:56])[C@@H:43]([C:42](=[O:57])[N:41]([CH3:40])[C@@H:58]([C:66](=[O:74])[NH:67][CH2:68][CH:69]1[CH2:73][CH2:72][CH2:71][O:70]1)[CH2:59][C:60]1[CH:61]=[CH:62][CH:63]=[CH:64][CH:65]=1)[CH2:44][C:45]1[CH:54]=[CH:53][C:52]2[C:47](=[CH:48][CH:49]=[CH:50][CH:51]=2)[CH:46]=1)([CH3:2])([CH3:3])[CH3:4]. (6) Given the reactants [C:1](=[O:4])([O-])O.[Na+].Cl.Cl.[N:8]1([C:14]2[CH:15]=[C:16]([CH2:20][OH:21])[CH:17]=[CH:18][CH:19]=2)[CH2:13][CH2:12][NH:11][CH2:10][CH2:9]1, predict the reaction product. The product is: [O:4]1[CH2:1][CH2:18][CH:19]([N:11]2[CH2:12][CH2:13][N:8]([C:14]3[CH:15]=[C:16]([CH2:20][OH:21])[CH:17]=[CH:18][CH:19]=3)[CH2:9][CH2:10]2)[CH2:14][CH2:15]1. (7) Given the reactants COC1C=CC(C[N:8]2[C:16]3[C:15](=[O:17])[N:14]4[C:18]([CH3:21])=[N:19][N:20]=[C:13]4[N:12]([CH2:22][CH2:23][CH2:24][CH2:25][CH3:26])[C:11]=3[N:10]=[C:9]2[C:27]2[S:28][CH:29]=[CH:30][N:31]=2)=CC=1.FC(F)(F)C(O)=O, predict the reaction product. The product is: [CH3:21][C:18]1[N:14]2[C:15](=[O:17])[C:16]3[NH:8][C:9]([C:27]4[S:28][CH:29]=[CH:30][N:31]=4)=[N:10][C:11]=3[N:12]([CH2:22][CH2:23][CH2:24][CH2:25][CH3:26])[C:13]2=[N:20][N:19]=1.